The task is: Predict the product of the given reaction.. This data is from Forward reaction prediction with 1.9M reactions from USPTO patents (1976-2016). (1) The product is: [Cl:2][C:3]1[CH:8]=[C:7]([NH2:9])[CH:6]=[CH:5][C:4]=1[C:12]#[C:13][CH2:14][N:15]([CH2:16][CH3:17])[CH2:18][CH3:19]. Given the reactants Cl.[Cl:2][C:3]1[CH:8]=[C:7]([N+:9]([O-])=O)[CH:6]=[CH:5][C:4]=1[C:12]#[C:13][CH2:14][N:15]([CH2:18][CH3:19])[CH2:16][CH3:17].C(=O)([O-])[O-].[Na+].[Na+], predict the reaction product. (2) Given the reactants Br[CH2:2][C:3]([C:5]1[CH:10]=[CH:9][C:8]([Br:11])=[C:7]([CH3:12])[CH:6]=1)=[O:4].[C:13]1([P:19]([C:26]2[CH:31]=[CH:30][CH:29]=[CH:28][CH:27]=2)[C:20]2[CH:25]=[CH:24][CH:23]=[CH:22][CH:21]=2)[CH:18]=[CH:17][CH:16]=[CH:15][CH:14]=1.C(=O)(O)[O-].[Na+], predict the reaction product. The product is: [Br:11][C:8]1[CH:9]=[CH:10][C:5]([C:3](=[O:4])[CH:2]=[P:19]([C:20]2[CH:21]=[CH:22][CH:23]=[CH:24][CH:25]=2)([C:26]2[CH:31]=[CH:30][CH:29]=[CH:28][CH:27]=2)[C:13]2[CH:14]=[CH:15][CH:16]=[CH:17][CH:18]=2)=[CH:6][C:7]=1[CH3:12]. (3) The product is: [F:12][C:11]([F:14])([F:13])[C:3]1[CH:4]=[C:5]([C:6]([OH:8])=[O:7])[CH:9]=[CH:10][C:2]=1[C:15]1[CH:20]=[CH:19][CH:18]=[CH:17][CH:16]=1. Given the reactants Cl[C:2]1[CH:10]=[CH:9][C:5]([C:6]([OH:8])=[O:7])=[CH:4][C:3]=1[C:11]([F:14])([F:13])[F:12].[C:15]1(B(O)O)[CH:20]=[CH:19][CH:18]=[CH:17][CH:16]=1.C1(P(C2C(C(C)C)=C(C3C=CC=CC=3)C(C(C)C)=CC=2C(C)C)C2CCCCC2)CCCCC1, predict the reaction product. (4) Given the reactants C(OC(=O)CC(NC(OCC=C)=O)CO)(C)(C)C.[CH2:19]([O:22][C:23](=[O:40])[NH:24][CH:25]1[CH2:29][C:28](=[O:30])[O:27][CH:26]1[O:31][CH2:32][CH2:33][C:34]1[CH:39]=[CH:38][CH:37]=CC=1)[CH:20]=[CH2:21].C1(CO)CCCC1, predict the reaction product. The product is: [CH2:19]([O:22][C:23](=[O:40])[NH:24][CH:25]1[CH2:29][C:28](=[O:30])[O:27][CH:26]1[O:31][CH2:32][CH:33]1[CH2:34][CH2:39][CH2:38][CH2:37]1)[CH:20]=[CH2:21]. (5) Given the reactants [O:1]=[C:2]([CH2:6][CH3:7])[C:3](O)=[O:4].C(Cl)(=O)C(Cl)=O.[CH:14]([C:17]1[CH:22]=[CH:21][C:20]([CH:23]2[C:27]3[C:28]([CH3:35])=[C:29]([NH2:34])[C:30]([CH3:33])=[C:31]([CH3:32])[C:26]=3[O:25][CH2:24]2)=[CH:19][CH:18]=1)([CH3:16])[CH3:15].C(N(CC)CC)C, predict the reaction product. The product is: [CH:14]([C:17]1[CH:22]=[CH:21][C:20]([CH:23]2[C:27]3[C:28]([CH3:35])=[C:29]([NH:34][C:3](=[O:4])[C:2](=[O:1])[CH2:6][CH3:7])[C:30]([CH3:33])=[C:31]([CH3:32])[C:26]=3[O:25][CH2:24]2)=[CH:19][CH:18]=1)([CH3:16])[CH3:15]. (6) Given the reactants [CH3:1][O:2][C:3]1[CH:8]=[CH:7][CH:6]=[CH:5][N:4]=1.CC([O-])=O.[Na+].[Br:14]Br, predict the reaction product. The product is: [Br:14][C:6]1[CH:7]=[CH:8][C:3]([O:2][CH3:1])=[N:4][CH:5]=1. (7) Given the reactants [Br:1][C:2]1[CH:3]=[C:4]([C:26]([F:29])([F:28])[F:27])[CH:5]=[C:6]2[C:11]=1[NH:10][C:9](=[O:12])[N:8]([NH:13]C1C=C(C=CC=1SCC)C#N)[C:7]2=[O:25].[CH2:30]([S:32]([C:35]1[CH:42]=[CH:41][C:38]([C:39]#[N:40])=[CH:37][C:36]=1C)(=[O:34])=[O:33])[CH3:31], predict the reaction product. The product is: [Br:1][C:2]1[CH:3]=[C:4]([C:26]([F:29])([F:28])[F:27])[CH:5]=[C:6]2[C:11]=1[NH:10][C:9](=[O:12])[N:8]([NH:13][C:36]1[CH:37]=[C:38]([CH:41]=[CH:42][C:35]=1[S:32]([CH2:30][CH3:31])(=[O:33])=[O:34])[C:39]#[N:40])[C:7]2=[O:25].